This data is from NCI-60 drug combinations with 297,098 pairs across 59 cell lines. The task is: Regression. Given two drug SMILES strings and cell line genomic features, predict the synergy score measuring deviation from expected non-interaction effect. Drug 1: CC12CCC3C(C1CCC2NC(=O)OCC(F)(F)F)CCC4C3(C=CC(=O)N4C)C. Drug 2: CC(C)(C#N)C1=CC=C(C=C1)N2C3=C4C=C(C=CC4=NC=C3N(C2=O)C)C5=CC6=CC=CC=C6N=C5. Cell line: NCIH23. Synergy scores: CSS=50.0, Synergy_ZIP=0.428, Synergy_Bliss=-1.78, Synergy_Loewe=-0.853, Synergy_HSA=1.04.